This data is from Catalyst prediction with 721,799 reactions and 888 catalyst types from USPTO. The task is: Predict which catalyst facilitates the given reaction. (1) Product: [F:1][C:2]1[CH:3]=[C:4]([CH:19]=[CH:20][C:21]=1[F:22])[CH2:5][N:6]1[C:14]2[C:9](=[CH:10][C:11]([N+:15]([O-:17])=[O:16])=[CH:12][CH:13]=2)[C:8](=[O:18])[N:7]1[CH3:26]. The catalyst class is: 3. Reactant: [F:1][C:2]1[CH:3]=[C:4]([CH:19]=[CH:20][C:21]=1[F:22])[CH2:5][N:6]1[C:14]2[C:9](=[CH:10][C:11]([N+:15]([O-:17])=[O:16])=[CH:12][CH:13]=2)[C:8](=[O:18])[NH:7]1.[H-].[Na+].I[CH3:26]. (2) Reactant: [CH3:1][C:2]1[CH:15]=[C:5]2[C:6]([C@@H:10]3[CH2:12][C@H:11]3[CH2:13][OH:14])=[CH:7][CH:8]=[CH:9][N:4]2[N:3]=1.C[N+]1([O-])CCOCC1.CC(O)C. Product: [CH3:1][C:2]1[CH:15]=[C:5]2[C:6]([C@@H:10]3[CH2:12][C@H:11]3[CH:13]=[O:14])=[CH:7][CH:8]=[CH:9][N:4]2[N:3]=1. The catalyst class is: 115. (3) Reactant: [C:1]([O:5][C:6]([NH:8][C:9]1([C@@H:12]2[CH2:16][CH2:15][N:14]([C@H](C3C=CC=CC=3)C)[CH2:13]2)[CH2:11][CH2:10]1)=[O:7])([CH3:4])([CH3:3])[CH3:2]. Product: [C:1]([O:5][C:6]([NH:8][C:9]1([C@@H:12]2[CH2:16][CH2:15][NH:14][CH2:13]2)[CH2:10][CH2:11]1)=[O:7])([CH3:4])([CH3:2])[CH3:3]. The catalyst class is: 178. (4) Reactant: [CH3:1][O:2][C:3](=[O:20])[C:4]1[CH:9]=[CH:8][C:7]([NH:10]C(OC(C)(C)C)=O)=[C:6]([NH:18][CH3:19])[CH:5]=1.O1CCOCC1.Cl.C(=O)(O)[O-].[Na+]. Product: [CH3:1][O:2][C:3](=[O:20])[C:4]1[CH:9]=[CH:8][C:7]([NH2:10])=[C:6]([NH:18][CH3:19])[CH:5]=1. The catalyst class is: 5. (5) Reactant: [NH:1]1[C@@H:5]([C:6]([OH:8])=[O:7])[CH2:4][C@H:3]2[CH2:9][CH2:10][CH2:11][C@@H:2]12.C(=O)(O)[O-].[Na+].Cl[C:18]([O:20][CH2:21][C:22]1[CH:27]=[CH:26][CH:25]=[CH:24][CH:23]=1)=[O:19]. Product: [CH2:21]([O:20][C:18]([N:1]1[C@@H:5]([C:6]([OH:8])=[O:7])[CH2:4][C@H:3]2[CH2:9][CH2:10][CH2:11][C@@H:2]12)=[O:19])[C:22]1[CH:27]=[CH:26][CH:25]=[CH:24][CH:23]=1. The catalyst class is: 226. (6) Reactant: [C:1]1([CH:7]2[O:17][C:11]3([CH2:16][CH2:15][NH:14][CH2:13][CH2:12]3)[CH2:10][N:9]([CH2:18][C:19]([F:22])([F:21])[F:20])[CH2:8]2)[CH:6]=[CH:5][CH:4]=[CH:3][CH:2]=1.[CH:23]([O:26][C:27]1[CH:35]=[CH:34][C:30]([C:31](O)=[O:32])=[CH:29][C:28]=1[CH3:36])([CH3:25])[CH3:24].F[P-](F)(F)(F)(F)F.N1(OC(N(C)C)=[N+](C)C)C2N=CC=CC=2N=N1.C(N(C(C)C)CC)(C)C. Product: [CH:23]([O:26][C:27]1[CH:35]=[CH:34][C:30]([C:31]([N:14]2[CH2:15][CH2:16][C:11]3([O:17][CH:7]([C:1]4[CH:2]=[CH:3][CH:4]=[CH:5][CH:6]=4)[CH2:8][N:9]([CH2:18][C:19]([F:21])([F:22])[F:20])[CH2:10]3)[CH2:12][CH2:13]2)=[O:32])=[CH:29][C:28]=1[CH3:36])([CH3:25])[CH3:24]. The catalyst class is: 39.